The task is: Predict the reaction yield, written as a fraction of the theoretical maximum amount of product (1.0 means a 100% yield; for example, 0.34 means a 34% yield).. This data is from Reaction yield outcomes from USPTO patents with 853,638 reactions. The reactants are [CH3:1][S:2][C:3]1[CH:4]=[C:5]([C:9]([C:11]2[N:15]([CH3:16])[N:14]=[N:13][N:12]=2)=O)[CH:6]=[CH:7][CH:8]=1.Cl.[NH2:18][OH:19]. The catalyst is N1C=CC=CC=1. The product is [OH:19][N:18]=[C:9]([C:5]1[CH:6]=[CH:7][CH:8]=[C:3]([S:2][CH3:1])[CH:4]=1)[C:11]1[N:15]([CH3:16])[N:14]=[N:13][N:12]=1. The yield is 0.993.